From a dataset of Catalyst prediction with 721,799 reactions and 888 catalyst types from USPTO. Predict which catalyst facilitates the given reaction. Reactant: [Br:1][C:2]1[CH:3]=[C:4]2[C:9](=[CH:10][CH:11]=1)[O:8][C:7](=[O:12])[CH:6]=[C:5]2[OH:13].[C:14]([O-:17])([O-])=O.[K+].[K+].C([O-])([O-])=O.[Cs+].[Cs+].CN([CH:29]=[O:30])C. Product: [Br:1][C:2]1[CH:11]=[CH:10][C:9]2[O:8][C:7](=[O:12])[CH:6]=[C:5]([O:13][CH2:11][CH2:2][CH2:3][O:17][CH:14]3[CH2:9][CH2:4][CH2:5][CH2:29][O:30]3)[C:4]=2[CH:3]=1. The catalyst class is: 21.